This data is from Forward reaction prediction with 1.9M reactions from USPTO patents (1976-2016). The task is: Predict the product of the given reaction. (1) The product is: [CH3:64][O:63][C:60]1[CH:61]=[CH:62][C:57]([CH2:56][O:55][C:50]2[CH:49]=[C:48]([NH:65][C:66]3[CH:67]=[N:68][CH:69]=[CH:70][CH:71]=3)[CH:53]=[C:52]([Br:54])[CH:51]=2)=[CH:58][CH:59]=1. Given the reactants C1C=CC(P(C2C=CC3C(=CC=CC=3)C=2C2C3C(=CC=CC=3)C=CC=2P(C2C=CC=CC=2)C2C=CC=CC=2)C2C=CC=CC=2)=CC=1.Br[C:48]1[CH:49]=[C:50]([O:55][CH2:56][C:57]2[CH:62]=[CH:61][C:60]([O:63][CH3:64])=[CH:59][CH:58]=2)[CH:51]=[C:52]([Br:54])[CH:53]=1.[NH2:65][C:66]1[CH:67]=[N:68][CH:69]=[CH:70][CH:71]=1.C([O-])(C)(C)C.[Na+], predict the reaction product. (2) Given the reactants [CH3:1][O:2][C:3](=[O:13])[CH:4]=[CH:5][C:6]1[CH:7]=[N:8][C:9](Br)=[CH:10][CH:11]=1.[F:14][C:15]1[CH:20]=[CH:19][C:18](B(O)O)=[CH:17][CH:16]=1.C1(P(C2C=CC=CC=2)C2C=CC=CC=2)C=CC=CC=1.C(=O)([O-])[O-].[Na+].[Na+], predict the reaction product. The product is: [CH3:1][O:2][C:3](=[O:13])[CH:4]=[CH:5][C:6]1[CH:7]=[N:8][C:9]([C:18]2[CH:19]=[CH:20][C:15]([F:14])=[CH:16][CH:17]=2)=[CH:10][CH:11]=1. (3) Given the reactants [Cl-].[Cl-].[NH3+:3][C@@H:4]([C:17]1[N:18]=[N:19][N:20]([CH2:22][C:23]([O:25][CH2:26][CH3:27])=[O:24])[CH:21]=1)[C:5]1[CH:10]=[CH:9][C:8]([O:11][CH2:12][C:13]([F:16])([F:15])[F:14])=[CH:7][NH+:6]=1.[C:28]([C:32]1[CH:37]=[CH:36][C:35]([CH2:38][C:39](O)=[O:40])=[CH:34][CH:33]=1)([CH3:31])([CH3:30])[CH3:29].Cl.CN(C)CCCN=C=NCC.ON1C2N=CC=CC=2N=N1.C(N(C(C)C)CC)(C)C, predict the reaction product. The product is: [CH2:26]([O:25][C:23](=[O:24])[CH2:22][N:20]1[CH:21]=[C:17]([C@H:4]([NH:3][C:39](=[O:40])[CH2:38][C:35]2[CH:36]=[CH:37][C:32]([C:28]([CH3:30])([CH3:29])[CH3:31])=[CH:33][CH:34]=2)[C:5]2[CH:10]=[CH:9][C:8]([O:11][CH2:12][C:13]([F:16])([F:14])[F:15])=[CH:7][N:6]=2)[N:18]=[N:19]1)[CH3:27]. (4) Given the reactants [Cl:1][C:2]1[CH:8]=[C:7]([O:9][C:10]2[C:19]3[C:14](=[CH:15][C:16]([O:22][CH3:23])=[C:17]([O:20][CH3:21])[CH:18]=3)[N:13]=[CH:12][N:11]=2)[CH:6]=[CH:5][C:3]=1[NH2:4].Cl[C:25](Cl)([O:27]C(=O)OC(Cl)(Cl)Cl)Cl.[NH2:36][C:37]1[CH:42]=[CH:41][C:40]([Cl:43])=[CH:39][N:38]=1.C(=O)([O-])O.[Na+], predict the reaction product. The product is: [Cl:1][C:2]1[CH:8]=[C:7]([O:9][C:10]2[C:19]3[C:14](=[CH:15][C:16]([O:22][CH3:23])=[C:17]([O:20][CH3:21])[CH:18]=3)[N:13]=[CH:12][N:11]=2)[CH:6]=[CH:5][C:3]=1[NH:4][C:25]([NH:36][C:37]1[CH:42]=[CH:41][C:40]([Cl:43])=[CH:39][N:38]=1)=[O:27].